Task: Predict the reactants needed to synthesize the given product.. Dataset: Full USPTO retrosynthesis dataset with 1.9M reactions from patents (1976-2016) (1) Given the product [N:1]([CH2:4][C@H:5]([C:6]1[CH:11]=[CH:10][CH:9]=[C:8]([CH3:12])[N:7]=1)[OH:13])=[N+:2]=[N-:3], predict the reactants needed to synthesize it. The reactants are: [N:1]([CH2:4][C@@H:5]([O:13]C(=O)C)[C:6]1[CH:11]=[CH:10][CH:9]=[C:8]([CH3:12])[N:7]=1)=[N+:2]=[N-:3].C([O-])([O-])=O.[K+].[K+]. (2) The reactants are: [NH2:1][C:2]1[CH:7]=[C:6]([Cl:8])[CH:5]=[CH:4][C:3]=1[S:9]([NH2:12])(=[O:11])=[O:10].[Cl:13][C:14]1[CH:19]=[CH:18][C:17](/[CH:20]=[CH:21]/[S:22](Cl)(=[O:24])=[O:23])=[C:16]([O:26][CH3:27])[CH:15]=1. Given the product [Cl:8][C:6]1[CH:5]=[CH:4][C:3]([S:9]([NH2:12])(=[O:11])=[O:10])=[C:2]([NH:1][S:22](/[CH:21]=[CH:20]/[C:17]2[CH:18]=[CH:19][C:14]([Cl:13])=[CH:15][C:16]=2[O:26][CH3:27])(=[O:23])=[O:24])[CH:7]=1, predict the reactants needed to synthesize it. (3) Given the product [F:39][C:40]([F:44])([F:43])[CH2:28][O:30][C:31]([NH:1][C@H:2]1[CH2:6][CH2:5][N:4]([C:7]2[CH:19]=[CH:18][C:10]([C:11]([O:13][C:14]([CH3:16])([CH3:15])[CH3:17])=[O:12])=[CH:9][CH:8]=2)[CH2:3]1)=[O:37], predict the reactants needed to synthesize it. The reactants are: [NH2:1][C@H:2]1[CH2:6][CH2:5][N:4]([C:7]2[CH:19]=[CH:18][C:10]([C:11]([O:13][C:14]([CH3:17])([CH3:16])[CH3:15])=[O:12])=[CH:9][CH:8]=2)[CH2:3]1.CCN(CC)CC.Cl[C:28](Cl)([O:30][C:31](=[O:37])OC(Cl)(Cl)Cl)Cl.[F:39][C:40]([F:44])([F:43])CO.